This data is from Reaction yield outcomes from USPTO patents with 853,638 reactions. The task is: Predict the reaction yield, written as a fraction of the theoretical maximum amount of product (1.0 means a 100% yield; for example, 0.34 means a 34% yield). (1) The reactants are [O:1]1[C:5]([C:6]([O:8]C)=[O:7])=[CH:4][C:3]2[CH2:10][O:11][CH2:12][C:2]1=2.[OH-].[Na+]. The catalyst is C(O)C. The product is [O:1]1[C:5]([C:6]([OH:8])=[O:7])=[CH:4][C:3]2[CH2:10][O:11][CH2:12][C:2]1=2. The yield is 0.740. (2) The reactants are [S:1]1[C:5]2[CH:6]=[CH:7][CH:8]=[CH:9][C:4]=2[C:3]([N:10]2[CH2:15][CH2:14][N:13]([CH2:16][CH:17]([C:19]3[CH:20]=[C:21]4[C:25](=[CH:26][CH:27]=3)[C:24]([CH3:29])([CH3:28])[C:23](=[O:30])[C:22]4([CH3:32])[CH3:31])[F:18])[CH2:12][CH2:11]2)=[N:2]1.[BH4-].[Na+]. The catalyst is CC(O)C.CO. The product is [S:1]1[C:5]2[CH:6]=[CH:7][CH:8]=[CH:9][C:4]=2[C:3]([N:10]2[CH2:15][CH2:14][N:13]([CH2:16][CH:17]([C:19]3[CH:20]=[C:21]4[C:25](=[CH:26][CH:27]=3)[C:24]([CH3:28])([CH3:29])[CH:23]([OH:30])[C:22]4([CH3:32])[CH3:31])[F:18])[CH2:12][CH2:11]2)=[N:2]1. The yield is 0.970. (3) The reactants are [NH2:1][C:2]1[C:3]([NH:10][C:11]2[CH:16]=[CH:15][C:14]([CH2:17][CH2:18][NH:19][C:20]([NH:22][S:23]([C:26]3[CH:31]=[CH:30][C:29]([CH3:32])=[CH:28][CH:27]=3)(=[O:25])=[O:24])=[O:21])=[CH:13][CH:12]=2)=[N:4][C:5]([CH3:9])=[CH:6][C:7]=1[CH3:8].Br[C:34]#[N:35].C(Cl)[Cl:37]. The product is [ClH:37].[ClH:37].[NH2:35][C:34]1[N:10]([C:11]2[CH:16]=[CH:15][C:14]([CH2:17][CH2:18][NH:19][C:20]([NH:22][S:23]([C:26]3[CH:27]=[CH:28][C:29]([CH3:32])=[CH:30][CH:31]=3)(=[O:25])=[O:24])=[O:21])=[CH:13][CH:12]=2)[C:3]2=[N:4][C:5]([CH3:9])=[CH:6][C:7]([CH3:8])=[C:2]2[N:1]=1. The catalyst is C1COCC1.O. The yield is 0.710. (4) The reactants are [CH3:1][N:2]([CH3:17])[CH2:3][CH2:4][CH2:5][C:6]1[C:14]2[CH2:13][CH2:12][CH2:11][CH2:10][C:9]=2[NH:8][C:7]=1[CH:15]=O.[NH:18]1[C:26]2[C:21](=[CH:22][CH:23]=[CH:24][CH:25]=2)[CH2:20][C:19]1=[O:27].N1CCCCC1. The catalyst is C(O)C. The product is [CH3:1][N:2]([CH3:17])[CH2:3][CH2:4][CH2:5][C:6]1[C:14]2[CH2:13][CH2:12][CH2:11][CH2:10][C:9]=2[NH:8][C:7]=1[CH:15]=[C:20]1[C:21]2[C:26](=[CH:25][CH:24]=[CH:23][CH:22]=2)[NH:18][C:19]1=[O:27]. The yield is 0.700. (5) The reactants are [NH2:1][C:2]1[CH:7]=[C:6]([C:8]2[C:9]([C:20]3[CH:25]=[CH:24][CH:23]=[C:22]([C:26]([F:29])([F:28])[F:27])[CH:21]=3)=[N:10][N:11]([C:13]3[CH:18]=[CH:17][C:16](=[O:19])[NH:15][N:14]=3)[CH:12]=2)[CH:5]=[CH:4][N:3]=1.NC1C=C(C2C(C3C=CC=CC=3)=NN(C3C=CC(=O)NN=3)C=2)C=CN=1. No catalyst specified. The product is [NH2:1][C:2]1[CH:7]=[C:6]([C:8]2[C:9]([C:20]3[CH:25]=[CH:24][CH:23]=[C:22]([C:26]([F:29])([F:28])[F:27])[CH:21]=3)=[N:10][N:11]([C:13]3[CH2:18][CH2:17][C:16](=[O:19])[NH:15][N:14]=3)[CH:12]=2)[CH:5]=[CH:4][N:3]=1. The yield is 0.480. (6) The reactants are Cl[C:2]1[CH:7]=[C:6]([C:8]2[CH:16]=[CH:15][CH:14]=[C:13]3[C:9]=2[CH:10]=[N:11][NH:12]3)[N:5]=[C:4]2[N:17]([CH3:20])[N:18]=[CH:19][C:3]=12.[OH:21][C:22]1[CH:30]=[CH:29][C:25]([C:26]([NH2:28])=[O:27])=[CH:24][CH:23]=1.C(=O)([O-])[O-].[K+].[K+]. The catalyst is CN(C=O)C.C(OCC)(=O)C. The product is [NH:12]1[C:13]2[C:9](=[C:8]([C:6]3[N:5]=[C:4]4[N:17]([CH3:20])[N:18]=[CH:19][C:3]4=[C:2]([O:21][C:22]4[CH:30]=[CH:29][C:25]([C:26]([NH2:28])=[O:27])=[CH:24][CH:23]=4)[CH:7]=3)[CH:16]=[CH:15][CH:14]=2)[CH:10]=[N:11]1. The yield is 0.200. (7) The reactants are [N:1]1[C:10]2[C@H:9]([NH2:11])[CH2:8][CH2:7][CH2:6][C:5]=2[CH:4]=[CH:3][CH:2]=1.[O:12]=[C:13]1[C:21]2[C:16](=[CH:17][CH:18]=[CH:19][CH:20]=2)[C:15](=[O:22])[N:14]1[CH2:23][CH2:24][CH2:25][CH:26]=O.C(=O)([O-])[O-].[K+].[K+]. The catalyst is O1CCCC1. The product is [N:1]1[C:10]2[C@H:9]([NH:11][CH2:26][CH2:25][CH2:24][CH2:23][N:14]3[C:15](=[O:22])[C:16]4[C:21](=[CH:20][CH:19]=[CH:18][CH:17]=4)[C:13]3=[O:12])[CH2:8][CH2:7][CH2:6][C:5]=2[CH:4]=[CH:3][CH:2]=1. The yield is 0.820. (8) The reactants are [OH:1][C:2]1[C:3]([C:8]([OH:10])=[O:9])=[N:4][CH:5]=[CH:6][CH:7]=1.OS(O)(=O)=O.[CH3:16]O. No catalyst specified. The product is [CH3:16][O:9][C:8]([C:3]1[C:2]([OH:1])=[CH:7][CH:6]=[CH:5][N:4]=1)=[O:10]. The yield is 0.320. (9) The reactants are [I:1][C:2]1[CH:11]=[CH:10][C:5]([C:6](OC)=[O:7])=[C:4]([O:12][CH3:13])[CH:3]=1.CC(C[AlH]CC(C)C)C.[NH4+].[Cl-]. The catalyst is C1COCC1. The product is [I:1][C:2]1[CH:11]=[CH:10][C:5]([CH2:6][OH:7])=[C:4]([O:12][CH3:13])[CH:3]=1. The yield is 0.310. (10) The reactants are [BrH:1].[CH3:2][O:3][CH2:4][C@H:5]([NH:30][C:31]([C:33]1[S:37][C:36]([CH3:38])=[N:35][CH:34]=1)=[O:32])[C:6]([NH:8][C@@H:9]([CH2:27][O:28][CH3:29])[C:10]([NH:12][C@@H:13]([CH2:20][C:21]1[CH:26]=[CH:25][CH:24]=[CH:23][CH:22]=1)[C:14]([C@@:16]1([CH3:19])[CH2:18][O:17]1)=[O:15])=[O:11])=[O:7]. The catalyst is O1CCOCC1.C(Cl)Cl. The product is [Br:1][CH2:18][C@:16]([OH:17])([CH3:19])[C:14](=[O:15])[C@@H:13]([NH:12][C:10](=[O:11])[C@@H:9]([NH:8][C:6](=[O:7])[C@@H:5]([NH:30][C:31]([C:33]1[S:37][C:36]([CH3:38])=[N:35][CH:34]=1)=[O:32])[CH2:4][O:3][CH3:2])[CH2:27][O:28][CH3:29])[CH2:20][C:21]1[CH:26]=[CH:25][CH:24]=[CH:23][CH:22]=1. The yield is 0.480.